From a dataset of Reaction yield outcomes from USPTO patents with 853,638 reactions. Predict the reaction yield, written as a fraction of the theoretical maximum amount of product (1.0 means a 100% yield; for example, 0.34 means a 34% yield). (1) The reactants are [F:1][C:2]1[CH:7]=[CH:6][C:5]([CH2:8][C:9]2[C:18]3[C:13](=[CH:14][CH:15]=[CH:16][CH:17]=3)[C:12](=[O:19])[NH:11][N:10]=2)=[CH:4][C:3]=1[C:20]([N:22]1[CH2:27][CH2:26][N:25]2[C:28]([C:33]([F:36])([F:35])[F:34])=[N:29][C:30]([CH2:31]O)=[C:24]2[CH2:23]1)=[O:21].S(Cl)([Cl:39])=O. No catalyst specified. The product is [Cl:39][CH2:31][C:30]1[N:29]=[C:28]([C:33]([F:36])([F:35])[F:34])[N:25]2[CH2:26][CH2:27][N:22]([C:20]([C:3]3[CH:4]=[C:5]([CH2:8][C:9]4[C:18]5[C:13](=[CH:14][CH:15]=[CH:16][CH:17]=5)[C:12](=[O:19])[NH:11][N:10]=4)[CH:6]=[CH:7][C:2]=3[F:1])=[O:21])[CH2:23][C:24]=12. The yield is 0.966. (2) The reactants are [Cl:1][C:2]1[CH:7]=[C:6]2[NH:8][C:9](=[O:32])[C:10]3([CH:15]([C:16]4[CH:21]=[CH:20][CH:19]=[C:18]([Cl:22])[CH:17]=4)[CH2:14][C:13](=[O:23])[NH:12][CH:11]3[C:24]3[CH:29]=[C:28]([F:30])[CH:27]=[CH:26][C:25]=3[CH3:31])[C:5]2=[CH:4][CH:3]=1.[CH3:33][O:34][CH:35]([Si:37]([CH3:40])([CH3:39])[CH3:38])[CH3:36].[H-].[Li+].IC. The catalyst is CN(C)C=O. The yield is 0.516. The product is [Cl:1][C:2]1[CH:7]=[C:6]2[NH:8][C:9](=[O:32])[C:10]3([CH:15]([C:16]4[CH:21]=[CH:20][CH:19]=[C:18]([Cl:22])[CH:17]=4)[CH2:14][C:13](=[O:23])[N:12]([CH3:33])[CH:11]3[C:24]3[CH:29]=[C:28]([F:30])[CH:27]=[CH:26][C:25]=3[CH3:31])[C:5]2=[CH:4][CH:3]=1.[CH3:33][O:34][CH:35]([Si:37]([CH3:40])([CH3:39])[CH3:38])[CH3:36]. (3) The reactants are C[O:2][C:3]([C:5]1[S:9][C:8]([N:10]2[C:14]3[CH:15]=[C:16]([O:21][CH3:22])[C:17]([O:19][CH3:20])=[CH:18][C:13]=3[N:12]=[CH:11]2)=[N:7][C:6]=1Br)=[O:4].[CH:24]([C:26]1[CH:27]=[C:28](B(O)O)[CH:29]=[CH:30][CH:31]=1)=[CH2:25]. No catalyst specified. The product is [CH3:20][O:19][C:17]1[C:16]([O:21][CH3:22])=[CH:15][C:14]2[N:10]([C:8]3[S:9][C:5]([C:3]([OH:2])=[O:4])=[C:6]([C:30]4[CH:29]=[CH:28][CH:27]=[C:26]([CH:24]=[CH2:25])[CH:31]=4)[N:7]=3)[CH:11]=[N:12][C:13]=2[CH:18]=1. The yield is 0.640.